Dataset: Peptide-MHC class II binding affinity with 134,281 pairs from IEDB. Task: Regression. Given a peptide amino acid sequence and an MHC pseudo amino acid sequence, predict their binding affinity value. This is MHC class II binding data. The peptide sequence is DVCGMFTNRSGSQQWR. The MHC is HLA-DQA10301-DQB10302 with pseudo-sequence HLA-DQA10301-DQB10302. The binding affinity (normalized) is 0.